This data is from Reaction yield outcomes from USPTO patents with 853,638 reactions. The task is: Predict the reaction yield, written as a fraction of the theoretical maximum amount of product (1.0 means a 100% yield; for example, 0.34 means a 34% yield). (1) The product is [CH3:13][C:4]12[CH2:3][C:2]3([NH2:1])[CH2:9][CH:8]([CH2:7][C:6]([CH3:12])([CH2:11]3)[CH2:5]1)[CH2:10]2.[ClH:14]. The yield is 0.692. The reactants are [NH2:1][C:2]12[CH2:11][C:6]3([CH3:12])[CH2:7][CH:8]([CH2:10][C:4]([CH3:13])([CH2:5]3)[CH2:3]1)[CH2:9]2.[ClH:14]. The catalyst is C(O)(C)C. (2) The reactants are [NH2:1][C:2]1[O:6][N:5]=[C:4]([CH3:7])[C:3]=1[Br:8].[Br:9][C:10]1[S:14][C:13]([S:15](Cl)(=[O:17])=[O:16])=[CH:12][CH:11]=1. No catalyst specified. The product is [Br:8][C:3]1[C:4]([CH3:7])=[N:5][O:6][C:2]=1[NH:1][S:15]([C:13]1[S:14][C:10]([Br:9])=[CH:11][CH:12]=1)(=[O:17])=[O:16]. The yield is 0.300. (3) The reactants are [NH2:1][C:2]1[CH:7]=[CH:6][C:5]([NH:8][C:9]([NH:11][C:12](=[O:23])[C:13]2[CH:18]=[CH:17][C:16]([C:19]([CH3:22])([CH3:21])[CH3:20])=[CH:15][CH:14]=2)=[O:10])=[CH:4][CH:3]=1.CCN(CC)CC.[Br:31][CH2:32][CH2:33][CH2:34][CH2:35][C:36](Cl)=[O:37]. The catalyst is C(Cl)Cl. The product is [C:19]([C:16]1[CH:15]=[CH:14][C:13]([C:12]([NH:11][C:9](=[O:10])[NH:8][C:5]2[CH:4]=[CH:3][C:2]([NH:1][C:36](=[O:37])[CH2:35][CH2:34][CH2:33][CH2:32][Br:31])=[CH:7][CH:6]=2)=[O:23])=[CH:18][CH:17]=1)([CH3:20])([CH3:22])[CH3:21]. The yield is 0.480.